Dataset: CYP3A4 inhibition data for predicting drug metabolism from PubChem BioAssay. Task: Regression/Classification. Given a drug SMILES string, predict its absorption, distribution, metabolism, or excretion properties. Task type varies by dataset: regression for continuous measurements (e.g., permeability, clearance, half-life) or binary classification for categorical outcomes (e.g., BBB penetration, CYP inhibition). Dataset: cyp3a4_veith. (1) The drug is CC(=O)ON(C(C)=O)S(=O)(=O)c1ccc(Cl)cc1. The result is 0 (non-inhibitor). (2) The result is 0 (non-inhibitor). The compound is CC[C@H](C)[C@H](N)C1=N[C@H](C(=O)N[C@@H](CC(C)C)C(=O)N[C@@H](CCC(=O)O)C(=O)N[C@@H](C(=O)N[C@H]2CCCCNC(=O)[C@@H](CC(N)=O)NC(=O)[C@@H](CC(=O)O)NC(=O)[C@@H](Cc3cnc[nH]3)NC(=O)[C@@H](Cc3ccccc3)NC(=O)[C@@H]([C@@H](C)CC)NC(=O)[C@@H](CCCN)NC2=O)[C@@H](C)CC)CS1. (3) The compound is O=c1oc2cc(Oc3ccc(C(F)(F)F)cc3[N+](=O)[O-])ccc2c2c1CCCC2. The result is 0 (non-inhibitor).